This data is from Forward reaction prediction with 1.9M reactions from USPTO patents (1976-2016). The task is: Predict the product of the given reaction. (1) Given the reactants [N+:1]([C:4]1[CH:5]=[C:6]([CH:11]=[C:12]([C:14]([F:17])([F:16])[F:15])[CH:13]=1)[C:7](OC)=[O:8])([O-:3])=[O:2].O.[NH2:19][NH2:20], predict the reaction product. The product is: [N+:1]([C:4]1[CH:5]=[C:6]([CH:11]=[C:12]([C:14]([F:17])([F:16])[F:15])[CH:13]=1)[C:7]([NH:19][NH2:20])=[O:8])([O-:3])=[O:2]. (2) Given the reactants [Cl:1][C:2]1[CH:3]=[CH:4][C:5]2[N:11]3[CH:12]=[CH:13][CH:14]=[C:10]3[C@@H:9]([CH2:15][CH2:16][OH:17])[O:8][C@H:7]([C:18]3[CH:23]=[CH:22][CH:21]=[C:20]([O:24][CH3:25])[C:19]=3[O:26][CH3:27])[C:6]=2[CH:28]=1.N1C=CN=C1.[Si:34](Cl)([C:47]([CH3:50])([CH3:49])[CH3:48])([C:41]1[CH:46]=[CH:45][CH:44]=[CH:43][CH:42]=1)[C:35]1[CH:40]=[CH:39][CH:38]=[CH:37][CH:36]=1, predict the reaction product. The product is: [Si:34]([O:17][CH2:16][CH2:15][C@H:9]1[O:8][C@H:7]([C:18]2[CH:23]=[CH:22][CH:21]=[C:20]([O:24][CH3:25])[C:19]=2[O:26][CH3:27])[C:6]2[CH:28]=[C:2]([Cl:1])[CH:3]=[CH:4][C:5]=2[N:11]2[CH:12]=[CH:13][CH:14]=[C:10]12)([C:47]([CH3:50])([CH3:49])[CH3:48])([C:41]1[CH:42]=[CH:43][CH:44]=[CH:45][CH:46]=1)[C:35]1[CH:40]=[CH:39][CH:38]=[CH:37][CH:36]=1. (3) Given the reactants [N:1]1([C:8]2[CH:16]=[CH:15][C:11]([C:12]([OH:14])=O)=[CH:10][CH:9]=2)[CH2:6][CH2:5][O:4][CH2:3][C:2]1=[O:7].CCN(C(C)C)C(C)C.Cl.[Cl:27][C:28]1[CH:39]=[CH:38][C:31]2[NH:32][C:33]([C@@H:35]([NH2:37])[CH3:36])=[N:34][C:30]=2[CH:29]=1, predict the reaction product. The product is: [Cl:27][C:28]1[CH:39]=[CH:38][C:31]2[NH:32][C:33]([C@@H:35]([NH:37][C:12](=[O:14])[C:11]3[CH:10]=[CH:9][C:8]([N:1]4[CH2:6][CH2:5][O:4][CH2:3][C:2]4=[O:7])=[CH:16][CH:15]=3)[CH3:36])=[N:34][C:30]=2[CH:29]=1. (4) The product is: [CH2:7]([CH:11]([C:15]1[CH:16]=[C:17]([C:25]([F:27])([F:28])[F:26])[CH:18]=[C:19]([C:21]([F:24])([F:22])[F:23])[CH:20]=1)[C:12]([NH:43][C:34]1([C:37]2[CH:42]=[CH:41][CH:40]=[CH:39][CH:38]=2)[CH2:33][CH2:32][C:31](=[O:30])[CH2:36][CH2:35]1)=[O:14])[CH2:8][CH:9]=[CH2:10]. Given the reactants C(Cl)(=O)C(Cl)=O.[CH2:7]([CH:11]([C:15]1[CH:20]=[C:19]([C:21]([F:24])([F:23])[F:22])[CH:18]=[C:17]([C:25]([F:28])([F:27])[F:26])[CH:16]=1)[C:12]([OH:14])=O)[CH2:8][CH:9]=[CH2:10].Cl.[O:30]=[C:31]1[CH2:36][CH2:35][C:34]([NH2:43])([C:37]2[CH:42]=[CH:41][CH:40]=[CH:39][CH:38]=2)[CH2:33][CH2:32]1.N1C=CC=CC=1, predict the reaction product.